This data is from Forward reaction prediction with 1.9M reactions from USPTO patents (1976-2016). The task is: Predict the product of the given reaction. (1) Given the reactants [C:1]([O:5][CH2:6][CH3:7])(=[O:4])[CH:2]=O.[C:8]([O:12][C:13]([NH:15][NH2:16])=[O:14])([CH3:11])([CH3:10])[CH3:9], predict the reaction product. The product is: [CH2:6]([O:5][C:1](=[O:4])[CH:2]=[N:16][NH:15][C:13]([O:12][C:8]([CH3:11])([CH3:10])[CH3:9])=[O:14])[CH3:7]. (2) Given the reactants Cl.[CH3:2][N:3]([CH3:32])[C:4]1([C:26]2[CH:31]=[CH:30][CH:29]=[CH:28][CH:27]=2)[CH2:9][CH2:8][C:7]([C:10]2[NH:11][C:12]3[C:17]([C:18]=2[CH2:19][CH:20]2[CH2:25][CH2:24][CH2:23][CH2:22][CH2:21]2)=[CH:16][CH:15]=[CH:14][CH:13]=3)=[CH:6][CH2:5]1.[Sn], predict the reaction product. The product is: [CH2:19]([C:18]1[C:17]2[C:12](=[CH:13][CH:14]=[CH:15][CH:16]=2)[NH:11][C:10]=1[CH:7]1[CH2:6][CH2:5][C:4]([C:26]2[CH:31]=[CH:30][CH:29]=[CH:28][CH:27]=2)([N:3]([CH3:2])[CH3:32])[CH2:9][CH2:8]1)[C:20]1[CH:21]=[CH:22][CH:23]=[CH:24][CH:25]=1. (3) Given the reactants [CH2:1]([C:3]1[CH:8]=[CH:7][C:6]([CH:9]2[CH2:14][N:13]([C:15]([N:17]3[CH2:22][CH2:21][CH:20]([OH:23])[CH2:19][CH2:18]3)=[O:16])[CH2:12][CH:11]([C:24](O)=[O:25])[CH2:10]2)=[CH:5][CH:4]=1)[CH3:2].[F:27][C:28]1[CH:33]=[CH:32][CH:31]=[C:30]([F:34])[C:29]=1[C:35](=[N:37]O)[NH2:36], predict the reaction product. The product is: [F:27][C:28]1[CH:33]=[CH:32][CH:31]=[C:30]([F:34])[C:29]=1[C:35]1[N:37]=[C:24]([CH:11]2[CH2:10][CH:9]([C:6]3[CH:7]=[CH:8][C:3]([CH2:1][CH3:2])=[CH:4][CH:5]=3)[CH2:14][N:13]([C:15]([N:17]3[CH2:18][CH2:19][CH:20]([OH:23])[CH2:21][CH2:22]3)=[O:16])[CH2:12]2)[O:25][N:36]=1. (4) Given the reactants Cl[CH2:2][C:3]1[N:12]=[C:11]([N:13]([C:15]2[CH:20]=[CH:19][C:18]([O:21][CH3:22])=[CH:17][CH:16]=2)[CH3:14])[C:10]2[C:5](=[CH:6][CH:7]=[CH:8][CH:9]=2)[N:4]=1.[CH3:23][NH:24][CH3:25], predict the reaction product. The product is: [CH3:23][N:24]([CH2:2][C:3]1[N:12]=[C:11]([N:13]([C:15]2[CH:20]=[CH:19][C:18]([O:21][CH3:22])=[CH:17][CH:16]=2)[CH3:14])[C:10]2[C:5](=[CH:6][CH:7]=[CH:8][CH:9]=2)[N:4]=1)[CH3:25]. (5) Given the reactants C[O:2][C:3](=[O:31])[C:4]1[CH:9]=[CH:8][C:7]([CH2:10][N:11]2[CH2:16][CH2:15][C:14](=[O:17])[CH:13]([CH:18]([C:25]3[CH:30]=[CH:29][CH:28]=[CH:27][CH:26]=3)[C:19]3[CH:24]=[CH:23][CH:22]=[CH:21][CH:20]=3)[CH2:12]2)=[CH:6][CH:5]=1.[OH-].[Na+].Cl, predict the reaction product. The product is: [CH:18]([CH:13]1[C:14](=[O:17])[CH2:15][CH2:16][N:11]([CH2:10][C:7]2[CH:6]=[CH:5][C:4]([C:3]([OH:31])=[O:2])=[CH:9][CH:8]=2)[CH2:12]1)([C:25]1[CH:26]=[CH:27][CH:28]=[CH:29][CH:30]=1)[C:19]1[CH:24]=[CH:23][CH:22]=[CH:21][CH:20]=1.